From a dataset of Catalyst prediction with 721,799 reactions and 888 catalyst types from USPTO. Predict which catalyst facilitates the given reaction. (1) Reactant: [C:1]([C:3]1[CH:8]=[CH:7][C:6]([OH:9])=[CH:5][CH:4]=1)#[N:2].[CH2:10](Br)[C:11]1[CH:16]=[CH:15][CH:14]=[CH:13][CH:12]=1.C(=O)([O-])[O-].[K+].[K+]. Product: [CH2:10]([O:9][C:6]1[CH:7]=[CH:8][C:3]([C:1]#[N:2])=[CH:4][CH:5]=1)[C:11]1[CH:16]=[CH:15][CH:14]=[CH:13][CH:12]=1. The catalyst class is: 3. (2) Reactant: [N:1]1([C:6]([C:8]2[CH:9]=[C:10]([CH:12]=[CH:13][CH:14]=2)[NH2:11])=O)[CH2:5][CH2:4][CH2:3][CH2:2]1.[H-].[Al+3].[Li+].[H-].[H-].[H-].O.[OH-].[Na+]. Product: [N:1]1([CH2:6][C:8]2[CH:9]=[C:10]([CH:12]=[CH:13][CH:14]=2)[NH2:11])[CH2:5][CH2:4][CH2:3][CH2:2]1. The catalyst class is: 7. (3) The catalyst class is: 5. Product: [Si:1]([O:8][CH2:9][C@H:10]([CH3:35])[O:11][C:12]1[CH:13]=[C:14]([CH:24]=[C:25]([OH:27])[CH:26]=1)[C:15]([NH:17][C:18]1[CH:22]=[CH:21][N:20]([CH3:23])[N:19]=1)=[O:16])([C:4]([CH3:7])([CH3:5])[CH3:6])([CH3:3])[CH3:2]. Reactant: [Si:1]([O:8][CH2:9][C@H:10]([CH3:35])[O:11][C:12]1[CH:13]=[C:14]([CH:24]=[C:25]([O:27]CC2C=CC=CC=2)[CH:26]=1)[C:15]([NH:17][C:18]1[CH:22]=[CH:21][N:20]([CH3:23])[N:19]=1)=[O:16])([C:4]([CH3:7])([CH3:6])[CH3:5])([CH3:3])[CH3:2]. (4) Reactant: [CH2:1]([C:5]1[N:9]([C:10]2[N:15]=[C:14]([C:16]3[S:17][CH:18]=[CH:19][CH:20]=3)[C:13]([CH3:21])=[CH:12][N:11]=2)[N:8]=[CH:7][C:6]=1[NH2:22])[CH2:2][CH2:3][CH3:4].[N:23]1[CH:28]=[CH:27][C:26]([CH2:29][C:30](O)=[O:31])=[CH:25][CH:24]=1.CN(C(ON1N=NC2C=CC=CC1=2)=[N+](C)C)C.F[P-](F)(F)(F)(F)F.CCN(C(C)C)C(C)C. Product: [CH2:1]([C:5]1[N:9]([C:10]2[N:15]=[C:14]([C:16]3[S:17][CH:18]=[CH:19][CH:20]=3)[C:13]([CH3:21])=[CH:12][N:11]=2)[N:8]=[CH:7][C:6]=1[NH:22][C:30](=[O:31])[CH2:29][C:26]1[CH:27]=[CH:28][N:23]=[CH:24][CH:25]=1)[CH2:2][CH2:3][CH3:4]. The catalyst class is: 634. (5) Reactant: [NH2:1][C@H:2]1[C:11]2[C:6](=[CH:7][CH:8]=[C:9]([F:12])[CH:10]=2)[N:5]([C:13](=[O:15])[CH3:14])[C@@H:4]([CH3:16])[C@@H:3]1[CH3:17].CC(C)([O-])C.[Na+].Cl[C:25]1[N:32]=[C:31]([CH3:33])[CH:30]=[CH:29][C:26]=1[C:27]#[N:28]. Product: [C:13]([N:5]1[C:6]2[C:11](=[CH:10][C:9]([F:12])=[CH:8][CH:7]=2)[C@H:2]([NH:1][C:25]2[N:32]=[C:31]([CH3:33])[CH:30]=[CH:29][C:26]=2[C:27]#[N:28])[C@@H:3]([CH3:17])[C@@H:4]1[CH3:16])(=[O:15])[CH3:14]. The catalyst class is: 11. (6) Reactant: [N:1]1[C:10]2[C:5](=[CH:6][CH:7]=[CH:8][CH:9]=2)[CH:4]=[CH:3][C:2]=1[CH:11]=O.[CH3:13][O:14][C:15]1[CH:16]=[C:17]([CH2:25][C:26]#[N:27])[CH:18]=[C:19]([O:23][CH3:24])[C:20]=1[O:21][CH3:22].C[O-].[Na+]. Product: [N:1]1[C:10]2[C:5](=[CH:6][CH:7]=[CH:8][CH:9]=2)[CH:4]=[CH:3][C:2]=1/[CH:11]=[C:25](/[C:17]1[CH:18]=[C:19]([O:23][CH3:24])[C:20]([O:21][CH3:22])=[C:15]([O:14][CH3:13])[CH:16]=1)\[C:26]#[N:27]. The catalyst class is: 5.